Regression. Given two drug SMILES strings and cell line genomic features, predict the synergy score measuring deviation from expected non-interaction effect. From a dataset of NCI-60 drug combinations with 297,098 pairs across 59 cell lines. (1) Drug 1: CC12CCC3C(C1CCC2=O)CC(=C)C4=CC(=O)C=CC34C. Drug 2: CC(C)NC(=O)C1=CC=C(C=C1)CNNC.Cl. Cell line: HL-60(TB). Synergy scores: CSS=51.7, Synergy_ZIP=0.374, Synergy_Bliss=-2.25, Synergy_Loewe=-10.2, Synergy_HSA=-6.15. (2) Drug 1: C1=C(C(=O)NC(=O)N1)N(CCCl)CCCl. Drug 2: C1=NC2=C(N1)C(=S)N=CN2. Cell line: UACC62. Synergy scores: CSS=14.0, Synergy_ZIP=-13.6, Synergy_Bliss=-21.7, Synergy_Loewe=-21.7, Synergy_HSA=-19.1.